This data is from Reaction yield outcomes from USPTO patents with 853,638 reactions. The task is: Predict the reaction yield, written as a fraction of the theoretical maximum amount of product (1.0 means a 100% yield; for example, 0.34 means a 34% yield). (1) The reactants are [C:1]1([S:7]([N:10]2[C:18]3[C:13](=[CH:14][C:15]([C:20](=[N:22][S@:23]([C:25]([CH3:28])([CH3:27])[CH3:26])=[O:24])[CH3:21])=[CH:16][C:17]=3[F:19])[CH:12]=[C:11]2[CH3:29])(=[O:9])=[O:8])[CH:6]=[CH:5][CH:4]=[CH:3][CH:2]=1.CCC(C)[BH-](C(C)CC)C(C)CC.[Li+]. The catalyst is C1COCC1. The product is [C:1]1([S:7]([N:10]2[C:18]3[C:13](=[CH:14][C:15]([C@H:20]([NH:22][S@:23]([C:25]([CH3:28])([CH3:27])[CH3:26])=[O:24])[CH3:21])=[CH:16][C:17]=3[F:19])[CH:12]=[C:11]2[CH3:29])(=[O:9])=[O:8])[CH:2]=[CH:3][CH:4]=[CH:5][CH:6]=1. The yield is 0.920. (2) The reactants are [NH2:1][C:2]1[C:9]([OH:10])=[C:8]([F:11])[C:7]([C:12]2[CH:17]=[CH:16][CH:15]=[CH:14][CH:13]=2)=[C:6]([CH3:18])[C:3]=1[C:4]#[N:5].C(N(CC)CC)C.[CH:26]1([C:30](Cl)=[O:31])[CH2:29][CH2:28][CH2:27]1.C(O)(=O)CC(CC(O)=O)(C(O)=O)O. The catalyst is C(#N)C. The product is [CH:26]1([C:30]([O:10][C:9]2[C:8]([F:11])=[C:7]([C:12]3[CH:13]=[CH:14][CH:15]=[CH:16][CH:17]=3)[C:6]([CH3:18])=[C:3]([C:4]#[N:5])[C:2]=2[NH2:1])=[O:31])[CH2:29][CH2:28][CH2:27]1. The yield is 0.850. (3) The reactants are [CH:1]1([N:7]2[C:12](=[O:13])[CH2:11][C:10](=[O:14])[N:9]([CH2:15][CH2:16][CH2:17][N:18]3[CH2:23][CH2:22][O:21][CH2:20][CH2:19]3)[C:8]2=[O:24])[CH2:6][CH2:5][CH2:4][CH2:3][CH2:2]1.C(N(C(C)C)CC)(C)C.[N:34]([CH2:37][C:38]([O:40]CC)=[O:39])=[C:35]=[O:36]. The catalyst is ClCCl. The product is [CH:1]1([N:7]2[C:12]([OH:13])=[C:11]([C:35]([NH:34][CH2:37][C:38]([OH:40])=[O:39])=[O:36])[C:10](=[O:14])[N:9]([CH2:15][CH2:16][CH2:17][N:18]3[CH2:19][CH2:20][O:21][CH2:22][CH2:23]3)[C:8]2=[O:24])[CH2:2][CH2:3][CH2:4][CH2:5][CH2:6]1. The yield is 0.0900.